Dataset: NCI-60 drug combinations with 297,098 pairs across 59 cell lines. Task: Regression. Given two drug SMILES strings and cell line genomic features, predict the synergy score measuring deviation from expected non-interaction effect. (1) Drug 1: C1=NC2=C(N=C(N=C2N1C3C(C(C(O3)CO)O)F)Cl)N. Drug 2: CC=C1C(=O)NC(C(=O)OC2CC(=O)NC(C(=O)NC(CSSCCC=C2)C(=O)N1)C(C)C)C(C)C. Cell line: NCI-H322M. Synergy scores: CSS=14.3, Synergy_ZIP=-2.74, Synergy_Bliss=0.906, Synergy_Loewe=-14.2, Synergy_HSA=-1.34. (2) Drug 1: C1CN1C2=NC(=NC(=N2)N3CC3)N4CC4. Drug 2: COCCOC1=C(C=C2C(=C1)C(=NC=N2)NC3=CC=CC(=C3)C#C)OCCOC.Cl. Cell line: SK-MEL-28. Synergy scores: CSS=14.8, Synergy_ZIP=-3.69, Synergy_Bliss=-2.15, Synergy_Loewe=-6.46, Synergy_HSA=-3.31. (3) Drug 2: C(CCl)NC(=O)N(CCCl)N=O. Cell line: A549. Synergy scores: CSS=5.51, Synergy_ZIP=1.14, Synergy_Bliss=3.79, Synergy_Loewe=-3.66, Synergy_HSA=-0.790. Drug 1: CCCS(=O)(=O)NC1=C(C(=C(C=C1)F)C(=O)C2=CNC3=C2C=C(C=N3)C4=CC=C(C=C4)Cl)F. (4) Drug 1: C(=O)(N)NO. Drug 2: C(CCl)NC(=O)N(CCCl)N=O. Cell line: ACHN. Synergy scores: CSS=3.73, Synergy_ZIP=-1.99, Synergy_Bliss=-2.12, Synergy_Loewe=-0.679, Synergy_HSA=-0.643. (5) Drug 1: C1=CC(=CC=C1CCCC(=O)O)N(CCCl)CCCl. Drug 2: CN1C(=O)N2C=NC(=C2N=N1)C(=O)N. Cell line: A498. Synergy scores: CSS=19.0, Synergy_ZIP=-5.51, Synergy_Bliss=-5.59, Synergy_Loewe=-11.2, Synergy_HSA=-7.60. (6) Drug 1: CC12CCC3C(C1CCC2=O)CC(=C)C4=CC(=O)C=CC34C. Drug 2: CC1=C(C=C(C=C1)C(=O)NC2=CC(=CC(=C2)C(F)(F)F)N3C=C(N=C3)C)NC4=NC=CC(=N4)C5=CN=CC=C5. Cell line: HS 578T. Synergy scores: CSS=28.6, Synergy_ZIP=3.22, Synergy_Bliss=0.843, Synergy_Loewe=-2.26, Synergy_HSA=-2.56. (7) Drug 1: C1=C(C(=O)NC(=O)N1)N(CCCl)CCCl. Drug 2: CC1CCCC2(C(O2)CC(NC(=O)CC(C(C(=O)C(C1O)C)(C)C)O)C(=CC3=CSC(=N3)C)C)C. Cell line: EKVX. Synergy scores: CSS=4.87, Synergy_ZIP=-2.91, Synergy_Bliss=-0.142, Synergy_Loewe=-0.861, Synergy_HSA=-0.704.